Predict the reaction yield, written as a fraction of the theoretical maximum amount of product (1.0 means a 100% yield; for example, 0.34 means a 34% yield). From a dataset of Reaction yield outcomes from USPTO patents with 853,638 reactions. (1) The reactants are C[Si](C=[N+]=[N-])(C)C.[Br:8][C:9]1[C:17]([CH3:18])=[CH:16][C:12]([C:13]([OH:15])=[O:14])=[C:11]([F:19])[CH:10]=1.[CH3:20]O. The catalyst is C1C=CC=CC=1. The product is [Br:8][C:9]1[C:17]([CH3:18])=[CH:16][C:12]([C:13]([O:15][CH3:20])=[O:14])=[C:11]([F:19])[CH:10]=1. The yield is 0.820. (2) The reactants are [F:1][C:2]1[CH:8]=[CH:7][C:5]([NH2:6])=[CH:4][CH:3]=1.C(N(CC)CC)C.[Cl-].ClC1N(C)CC[NH+]1C.[CH3:25][O:26][C:27]1[C:28](=[O:51])[C:29]([CH3:50])=[C:30]([CH2:36][C:37]2[CH:38]=[CH:39][C:40]([O:46][C:47](=[O:49])[CH3:48])=[C:41]([CH:45]=2)[C:42](O)=[O:43])[C:31](=[O:35])[C:32]=1[O:33][CH3:34]. The catalyst is C(Cl)Cl. The product is [CH3:25][O:26][C:27]1[C:28](=[O:51])[C:29]([CH3:50])=[C:30]([CH2:36][C:37]2[CH:38]=[CH:39][C:40]([O:46][C:47](=[O:49])[CH3:48])=[C:41]([CH:45]=2)[C:42]([NH:6][C:5]2[CH:7]=[CH:8][C:2]([F:1])=[CH:3][CH:4]=2)=[O:43])[C:31](=[O:35])[C:32]=1[O:33][CH3:34]. The yield is 0.500. (3) The reactants are [C:1]([C:5]1[CH:10]=[CH:9][C:8]([S:11]([NH:14][C:15]2[CH:16]=[C:17]3[C:21](=[CH:22][CH:23]=2)[NH:20][C:19]([C:24](O)=[O:25])=[C:18]3[C:27]2[CH:28]=[N:29][CH:30]=[CH:31][CH:32]=2)(=[O:13])=[O:12])=[CH:7][CH:6]=1)([CH3:4])([CH3:3])[CH3:2].[NH2:33][CH2:34][CH2:35][N:36]1[CH2:41][CH2:40][O:39][CH2:38][CH2:37]1. The catalyst is ClCCl.CO. The product is [N:36]1([CH2:35][CH2:34][NH:33][C:24]([C:19]2[NH:20][C:21]3[C:17]([C:18]=2[C:27]2[CH:28]=[N:29][CH:30]=[CH:31][CH:32]=2)=[CH:16][C:15]([NH:14][S:11]([C:8]2[CH:9]=[CH:10][C:5]([C:1]([CH3:2])([CH3:4])[CH3:3])=[CH:6][CH:7]=2)(=[O:12])=[O:13])=[CH:23][CH:22]=3)=[O:25])[CH2:41][CH2:40][O:39][CH2:38][CH2:37]1. The yield is 0.170. (4) The reactants are Br[CH2:2][C:3](=O)[CH3:4].[C:6]([C:8]1[CH:9]=[CH:10][C:11]([CH3:14])=[N:12][CH:13]=1)#[N:7]. The catalyst is S1(CCCC1)(=O)=O.CCOC(C)=O. The product is [CH3:4][C:3]1[CH:14]=[C:11]2[N:12]([CH:2]=1)[CH:13]=[C:8]([C:6]#[N:7])[CH:9]=[CH:10]2. The yield is 0.840. (5) The catalyst is O. The product is [CH2:23]([C:7]1[CH:6]=[C:5]([O:25][CH2:29][CH:28]=[C:27]([Cl:31])[Cl:26])[CH:4]=[C:3]([CH2:1][CH3:2])[C:8]=1[O:9][CH2:10][CH2:11][CH2:12][CH2:13][O:14][CH2:15][CH:16]([O:20][CH2:21][CH3:22])[O:17][CH2:18][CH3:19])[CH3:24]. The yield is 0.910. The reactants are [CH2:1]([C:3]1[CH:4]=[C:5]([OH:25])[CH:6]=[C:7]([CH2:23][CH3:24])[C:8]=1[O:9][CH2:10][CH2:11][CH2:12][CH2:13][O:14][CH2:15][CH:16]([O:20][CH2:21][CH3:22])[O:17][CH2:18][CH3:19])[CH3:2].[Cl:26][C:27]([Cl:31])=[CH:28][CH2:29]Cl.C(=O)([O-])[O-].[K+].[K+].CN(C)C=O.